Dataset: Full USPTO retrosynthesis dataset with 1.9M reactions from patents (1976-2016). Task: Predict the reactants needed to synthesize the given product. (1) Given the product [Cl:1][C:2]1[CH:3]=[CH:4][C:5]([O:10][CH2:21][CH:20]([O:23][CH2:24][CH3:25])[O:19][CH2:17][CH3:18])=[C:6]([CH:9]=1)[CH:7]=[O:8], predict the reactants needed to synthesize it. The reactants are: [Cl:1][C:2]1[CH:3]=[CH:4][C:5]([OH:10])=[C:6]([CH:9]=1)[CH:7]=[O:8].C([O-])([O-])=O.[K+].[K+].[CH2:17]([O:19][CH:20]([O:23][CH2:24][CH3:25])[CH2:21]Br)[CH3:18]. (2) Given the product [F:25][C:26]1[C:31]([F:32])=[C:11]([O:10][CH2:8][C:4]2[N:5]([C:19]3[CH:20]=[CH:21][C:16]([O:15][CH3:14])=[CH:17][CH:18]=3)[CH:6]=[CH:7][C:3]=2[C:2]([F:13])([F:12])[F:1])[CH:29]=[CH:28][C:27]=1[CH2:34][CH2:35][CH2:36][OH:37], predict the reactants needed to synthesize it. The reactants are: [F:1][C:2]([F:13])([F:12])[C:3]1[CH:7]=[CH:6][NH:5][C:4]=1[C:8]([O:10][CH3:11])=O.[CH3:14][O:15][C:16]1[CH:21]=[CH:20][C:19](B(O)O)=[CH:18][CH:17]=1.[F:25][C:26]1[C:31]([F:32])=C(O)[CH:29]=[CH:28][C:27]=1[CH2:34][CH2:35][C:36](OCC)=[O:37]. (3) Given the product [F:1][C:2]1[CH:24]=[CH:23][CH:22]=[CH:21][C:3]=1[O:4][C:5]1[C:18](=[O:19])[N:17]([CH3:20])[C:8]2[N:9]=[C:10]([NH:34][CH:27]([C:28]3[CH:33]=[CH:32][CH:31]=[CH:30][CH:29]=3)[CH2:25][CH3:26])[N:11]=[CH:12][C:7]=2[CH:6]=1, predict the reactants needed to synthesize it. The reactants are: [F:1][C:2]1[CH:24]=[CH:23][CH:22]=[CH:21][C:3]=1[O:4][C:5]1[C:18](=[O:19])[N:17]([CH3:20])[C:8]2[N:9]=[C:10](S(C)(=O)=O)[N:11]=[CH:12][C:7]=2[CH:6]=1.[CH2:25]([CH:27]([NH2:34])[C:28]1[CH:33]=[CH:32][CH:31]=[CH:30][CH:29]=1)[CH3:26]. (4) Given the product [OH:26][CH2:27][C@H:28]([CH3:55])[O:29][C:30]1[CH:31]=[C:32]([CH:41]=[C:42]([O:44][C:45]2[CH:50]=[CH:49][C:48]([S:51]([CH3:54])(=[O:52])=[O:53])=[CH:47][CH:46]=2)[CH:43]=1)[C:33]([NH:35][C:36]1[S:37][CH:38]=[CH:39][N:40]=1)=[O:34], predict the reactants needed to synthesize it. The reactants are: [F-].C([N+](CCCC)(CCCC)CCCC)CCC.[Si]([O:26][CH2:27][C@H:28]([CH3:55])[O:29][C:30]1[CH:31]=[C:32]([CH:41]=[C:42]([O:44][C:45]2[CH:50]=[CH:49][C:48]([S:51]([CH3:54])(=[O:53])=[O:52])=[CH:47][CH:46]=2)[CH:43]=1)[C:33]([NH:35][C:36]1[S:37][CH:38]=[CH:39][N:40]=1)=[O:34])(C(C)(C)C)(C)C. (5) The reactants are: [CH2:1]([OH:5])[CH2:2][CH2:3][CH3:4].[H-].[Na+].F[C:9]1[CH:10]=[N:11][CH:12]=[CH:13][C:14]=1[C:15]1[N:19]([CH3:20])[C:18]2[CH:21]=[CH:22][C:23]([C:25]([F:28])([F:27])[F:26])=[CH:24][C:17]=2[N:16]=1.[Cl-].[NH4+]. Given the product [CH2:1]([O:5][C:9]1[CH:10]=[N:11][CH:12]=[CH:13][C:14]=1[C:15]1[N:19]([CH3:20])[C:18]2[CH:21]=[CH:22][C:23]([C:25]([F:28])([F:27])[F:26])=[CH:24][C:17]=2[N:16]=1)[CH2:2][CH2:3][CH3:4], predict the reactants needed to synthesize it. (6) Given the product [F:51][C:45]1[CH:46]=[CH:47][CH:48]=[C:49]2[C:44]=1[NH:43][C:42](=[O:52])[N:41]([CH:38]1[CH2:37][CH2:36][N:35]([C:33]([NH:32][CH:20]([C:19]3[N:15]([CH2:14][CH:11]4[CH2:12][CH2:13][NH:8][CH2:9][CH2:10]4)[N:16]=[N:17][N:18]=3)[CH2:21][C:22]3[CH:23]=[C:24]4[C:28](=[C:29]([CH3:31])[CH:30]=3)[NH:27][N:26]=[CH:25]4)=[O:34])[CH2:40][CH2:39]1)[CH2:50]2, predict the reactants needed to synthesize it. The reactants are: C(OC([N:8]1[CH2:13][CH2:12][CH:11]([CH2:14][N:15]2[C:19]([CH:20]([NH:32][C:33]([N:35]3[CH2:40][CH2:39][CH:38]([N:41]4[CH2:50][C:49]5[C:44](=[C:45]([F:51])[CH:46]=[CH:47][CH:48]=5)[NH:43][C:42]4=[O:52])[CH2:37][CH2:36]3)=[O:34])[CH2:21][C:22]3[CH:23]=[C:24]4[C:28](=[C:29]([CH3:31])[CH:30]=3)[NH:27][N:26]=[CH:25]4)=[N:18][N:17]=[N:16]2)[CH2:10][CH2:9]1)=O)(C)(C)C. (7) Given the product [Br:9][C:10]1[CH:22]=[C:21]2[C:13]([C:14]3[CH2:15][CH2:16][CH2:17][C:18](=[O:23])[C:19]=3[N:20]2[CH3:1])=[CH:12][CH:11]=1, predict the reactants needed to synthesize it. The reactants are: [C:1]([O-])([O-])=O.[Cs+].[Cs+].IC.[Br:9][C:10]1[CH:22]=[C:21]2[C:13]([C:14]3[CH2:15][CH2:16][CH2:17][C:18](=[O:23])[C:19]=3[NH:20]2)=[CH:12][CH:11]=1. (8) Given the product [O:3]1[C:7]2[CH:8]=[CH:9][CH:10]=[C:11]([CH:12]3[CH2:17][CH2:16][N:15]([CH2:18][CH2:19][C@H:20]4[CH2:21][CH2:22][C@H:23]([NH:26][C:34](=[O:35])[CH2:33][CH:30]5[CH2:31][CH2:32][O:27][CH2:28][CH2:29]5)[CH2:24][CH2:25]4)[CH2:14][CH2:13]3)[C:6]=2[CH2:5][CH2:4]1, predict the reactants needed to synthesize it. The reactants are: Cl.Cl.[O:3]1[C:7]2[CH:8]=[CH:9][CH:10]=[C:11]([CH:12]3[CH2:17][CH2:16][N:15]([CH2:18][CH2:19][C@H:20]4[CH2:25][CH2:24][C@H:23]([NH2:26])[CH2:22][CH2:21]4)[CH2:14][CH2:13]3)[C:6]=2[CH2:5][CH2:4]1.[O:27]1[CH2:32][CH2:31][CH:30]([CH2:33][C:34](O)=[O:35])[CH2:29][CH2:28]1.